Dataset: Full USPTO retrosynthesis dataset with 1.9M reactions from patents (1976-2016). Task: Predict the reactants needed to synthesize the given product. (1) Given the product [NH2:1][C:2]1[C:3]2[CH:10]=[CH:9][N:8]([C@@H:11]3[O:26][C@H:25]([CH2:27][OH:28])[C@@H:14]([O:15][C:16](=[O:24])[CH2:17][CH2:18][CH2:19][CH2:20][CH2:21][CH2:22][CH3:23])[C@@:12]3([CH3:36])[OH:13])[C:4]=2[N:5]=[CH:6][N:7]=1, predict the reactants needed to synthesize it. The reactants are: [NH2:1][C:2]1[C:3]2[CH:10]=[CH:9][N:8]([C@@H:11]3[O:26][C@H:25]([CH2:27][O:28][Si](C(C)(C)C)(C)C)[C@@H:14]([O:15][C:16](=[O:24])[CH2:17][CH2:18][CH2:19][CH2:20][CH2:21][CH2:22][CH3:23])[C@@:12]3([CH3:36])[OH:13])[C:4]=2[N:5]=[CH:6][N:7]=1.C(N(CC)CC)C.F.F.F.C(N(CC)CC)C. (2) The reactants are: Br[C:2]1[CH:28]=[C:5]2[CH2:6][N:7]([C:10]([O:12][CH2:13][C:14]3[CH:19]=[C:18]([C:20]([F:23])([F:22])[F:21])[CH:17]=[C:16]([C:24]([F:27])([F:26])[F:25])[CH:15]=3)=[O:11])[CH2:8][CH2:9][N:4]2[N:3]=1.[N:29]1(C(OC(C)(C)C)=O)[CH2:34][CH2:33][NH:32][CH2:31][CH2:30]1. Given the product [N:29]1([C:2]2[CH:28]=[C:5]3[CH2:6][N:7]([C:10]([O:12][CH2:13][C:14]4[CH:19]=[C:18]([C:20]([F:23])([F:22])[F:21])[CH:17]=[C:16]([C:24]([F:27])([F:26])[F:25])[CH:15]=4)=[O:11])[CH2:8][CH2:9][N:4]3[N:3]=2)[CH2:34][CH2:33][NH:32][CH2:31][CH2:30]1, predict the reactants needed to synthesize it.